This data is from Full USPTO retrosynthesis dataset with 1.9M reactions from patents (1976-2016). The task is: Predict the reactants needed to synthesize the given product. Given the product [CH3:25][O:24][C:18]1[CH:19]=[CH:20][CH:21]=[C:22]2[C:17]=1[NH:16][C:15](=[O:26])[N:14]([CH:11]1[CH2:12][CH2:13][NH:8][CH2:9][CH2:10]1)[CH2:23]2, predict the reactants needed to synthesize it. The reactants are: C([N:8]1[CH2:13][CH2:12][CH:11]([N:14]2[CH2:23][C:22]3[C:17](=[C:18]([O:24][CH3:25])[CH:19]=[CH:20][CH:21]=3)[NH:16][C:15]2=[O:26])[CH2:10][CH2:9]1)C1C=CC=CC=1.